From a dataset of Peptide-MHC class II binding affinity with 134,281 pairs from IEDB. Regression. Given a peptide amino acid sequence and an MHC pseudo amino acid sequence, predict their binding affinity value. This is MHC class II binding data. (1) The peptide sequence is DKSGCIHNHDDKSVE. The MHC is DRB1_0101 with pseudo-sequence DRB1_0101. The binding affinity (normalized) is 0.0778. (2) The peptide sequence is VAAEMAEALRGLPIRY. The MHC is DRB1_0405 with pseudo-sequence DRB1_0405. The binding affinity (normalized) is 0. (3) The peptide sequence is EKKYFAVTQFEPLAA. The MHC is DRB1_0701 with pseudo-sequence DRB1_0701. The binding affinity (normalized) is 0.785.